This data is from Reaction yield outcomes from USPTO patents with 853,638 reactions. The task is: Predict the reaction yield, written as a fraction of the theoretical maximum amount of product (1.0 means a 100% yield; for example, 0.34 means a 34% yield). (1) The reactants are Cl.[C:2]1([CH3:10])[CH:7]=[CH:6][C:5]([NH:8][NH2:9])=[CH:4][CH:3]=1.[C:11]([CH2:17][C:18]#[N:19])(=O)[C:12]([CH3:15])([CH3:14])[CH3:13]. The catalyst is CO. The product is [C:12]([C:11]1[CH:17]=[C:18]([NH2:19])[N:8]([C:5]2[CH:6]=[CH:7][C:2]([CH3:10])=[CH:3][CH:4]=2)[N:9]=1)([CH3:15])([CH3:14])[CH3:13]. The yield is 0.990. (2) The reactants are [CH:1]1([C:4](=[O:7])[CH:5]=[CH2:6])[CH2:3][CH2:2]1.C(O[CH2:13][N:14]([CH2:23][Si](C)(C)C)[C@@H:15]([C:17]1[CH:22]=[CH:21][CH:20]=[CH:19][CH:18]=1)[CH3:16])CCC.FC(F)(F)C(O)=O. The catalyst is ClC(Cl)C. The product is [C:17]1([C@H:15]([N:14]2[CH2:13][CH2:6][CH:5]([C:4]([CH:1]3[CH2:3][CH2:2]3)=[O:7])[CH2:23]2)[CH3:16])[CH:18]=[CH:19][CH:20]=[CH:21][CH:22]=1. The yield is 0.496.